Dataset: Full USPTO retrosynthesis dataset with 1.9M reactions from patents (1976-2016). Task: Predict the reactants needed to synthesize the given product. Given the product [O:13]1[C:17]2[CH:18]=[CH:19][CH:20]=[CH:21][C:16]=2[C:15]([CH2:22][CH2:23][OH:24])=[CH:14]1, predict the reactants needed to synthesize it. The reactants are: S1C2C=CC=CC=2C(CCO)=C1.[O:13]1[C:17]2[CH:18]=[CH:19][CH:20]=[CH:21][C:16]=2[C:15]([CH2:22][C:23](O)=[O:24])=[CH:14]1.[H-].[Al+3].[Li+].[H-].[H-].[H-].CCCCCC.CCOC(C)=O.